Dataset: Catalyst prediction with 721,799 reactions and 888 catalyst types from USPTO. Task: Predict which catalyst facilitates the given reaction. Reactant: N([N:3]1[CH2:7][CH2:6][CH2:5][C:4]1([CH3:9])[CH3:8])=O.[Cl:10][C:11]1[CH:12]=[C:13]([CH:16]=[CH:17][CH:18]=1)[CH:14]=[O:15].C(O)(=O)C. Product: [Cl:10][C:11]1[CH:12]=[C:13]([CH:14]([CH:7]2[CH2:6][CH2:5][C:4]([CH3:9])([CH3:8])[NH:3]2)[OH:15])[CH:16]=[CH:17][CH:18]=1. The catalyst class is: 7.